Dataset: Serine/threonine kinase 33 screen with 319,792 compounds. Task: Binary Classification. Given a drug SMILES string, predict its activity (active/inactive) in a high-throughput screening assay against a specified biological target. The molecule is Clc1nnc(NN)cc1. The result is 0 (inactive).